Predict the reaction yield, written as a fraction of the theoretical maximum amount of product (1.0 means a 100% yield; for example, 0.34 means a 34% yield). From a dataset of Reaction yield outcomes from USPTO patents with 853,638 reactions. (1) The reactants are [CH3:1][S:2]([N:5]1[CH2:10][CH2:9][NH:8][CH2:7][CH2:6]1)(=[O:4])=[O:3].Br[CH2:12][CH2:13][CH2:14][OH:15].C(=O)([O-])[O-].[K+].[K+]. The catalyst is C(#N)C. The product is [CH3:1][S:2]([N:5]1[CH2:10][CH2:9][N:8]([CH2:12][CH2:13][CH2:14][OH:15])[CH2:7][CH2:6]1)(=[O:4])=[O:3]. The yield is 0.910. (2) The reactants are [OH:1][CH2:2][CH2:3][NH:4][C:5](=[O:14])[O:6][CH2:7][C:8]1[CH:13]=[CH:12][CH:11]=[CH:10][CH:9]=1.O[N:16]1[C:20](=[O:21])[C:19]2=[CH:22][CH:23]=[CH:24][CH:25]=[C:18]2[C:17]1=[O:26].C1(P(C2C=CC=CC=2)C2C=CC=CC=2)C=CC=CC=1.N(C(OCC)=O)=NC(OCC)=O. The catalyst is O1CCCC1.C(OCC)(=O)C. The product is [CH2:7]([O:6][C:5]([NH:4][CH2:3][CH2:2][O:1][N:16]1[C:17](=[O:26])[C:18]2=[CH:25][CH:24]=[CH:23][CH:22]=[C:19]2[C:20]1=[O:21])=[O:14])[C:8]1[CH:9]=[CH:10][CH:11]=[CH:12][CH:13]=1. The yield is 0.910. (3) The reactants are Br[C:2]1[CH:14]=[N:13][C:12]2[C:11]3[CH:10]=[CH:9][C:8]([C:15]([O:17][CH3:18])=[O:16])=[CH:7][C:6]=3[N:5]([CH:19]([C:26]3[CH:31]=[C:30]([F:32])[CH:29]=[CH:28][C:27]=3[F:33])[CH:20]3[CH2:25][CH2:24][O:23][CH2:22][CH2:21]3)[C:4]=2[CH:3]=1.[CH3:34][N:35]1[C:39]([Sn](CCCC)(CCCC)CCCC)=[C:38]([CH3:53])[N:37]=[N:36]1.CCN(CC)CC. The catalyst is CN(C=O)C.O.[Pd].C1(P(C2C=CC=CC=2)C2C=CC=CC=2)C=CC=CC=1.C1(P(C2C=CC=CC=2)C2C=CC=CC=2)C=CC=CC=1.C1(P(C2C=CC=CC=2)C2C=CC=CC=2)C=CC=CC=1.C1(P(C2C=CC=CC=2)C2C=CC=CC=2)C=CC=CC=1.[Cu]I. The product is [F:33][C:27]1[CH:28]=[CH:29][C:30]([F:32])=[CH:31][C:26]=1[CH:19]([CH:20]1[CH2:25][CH2:24][O:23][CH2:22][CH2:21]1)[N:5]1[C:6]2[CH:7]=[C:8]([C:15]([O:17][CH3:18])=[O:16])[CH:9]=[CH:10][C:11]=2[C:12]2[N:13]=[CH:14][C:2]([C:39]3[N:35]([CH3:34])[N:36]=[N:37][C:38]=3[CH3:53])=[CH:3][C:4]1=2. The yield is 0.660. (4) The reactants are [CH3:1][O:2][C:3]1[C:12]2[CH2:11][C@@H:10]([N:13]3[CH2:17][CH2:16][CH2:15][CH2:14]3)[CH2:9][CH2:8][C:7]=2[C:6]([NH2:18])=[CH:5][CH:4]=1.[N:19]1[CH:24]=[CH:23][CH:22]=[C:21]([S:25](Cl)(=[O:27])=[O:26])[CH:20]=1.N1C=CC=CC=1. The catalyst is ClCCl. The product is [CH3:1][O:2][C:3]1[C:12]2[CH2:11][C@@H:10]([N:13]3[CH2:17][CH2:16][CH2:15][CH2:14]3)[CH2:9][CH2:8][C:7]=2[C:6]([NH:18][S:25]([C:21]2[CH:20]=[N:19][CH:24]=[CH:23][CH:22]=2)(=[O:27])=[O:26])=[CH:5][CH:4]=1. The yield is 0.800. (5) The reactants are [N:1]1([C:7]([C:9]2[CH:14]=[CH:13][CH:12]=[CH:11][C:10]=2[C:15]([F:18])([F:17])[F:16])=[O:8])[CH2:6][CH2:5][NH:4][CH2:3][CH2:2]1.[ClH:19]. The catalyst is C(OCC)C. The product is [ClH:19].[N:1]1([C:7]([C:9]2[CH:14]=[CH:13][CH:12]=[CH:11][C:10]=2[C:15]([F:17])([F:16])[F:18])=[O:8])[CH2:6][CH2:5][NH:4][CH2:3][CH2:2]1. The yield is 0.910. (6) The product is [I:23][C:21]1[CH:20]=[CH:19][N:18]=[C:17]([N:6]2[C:7]3[CH2:8][CH2:9][CH2:10][C:2](=[O:1])[C:3]=3[C:4]([C:11]([O:13][CH2:14][CH3:15])=[O:12])=[N:5]2)[CH:22]=1. The yield is 0.710. No catalyst specified. The reactants are [O:1]=[C:2]1[CH2:10][CH2:9][CH2:8][C:7]2[NH:6][N:5]=[C:4]([C:11]([O:13][CH2:14][CH3:15])=[O:12])[C:3]1=2.F[C:17]1[CH:22]=[C:21]([I:23])[CH:20]=[CH:19][N:18]=1. (7) The reactants are [Cl:1][C:2]1[CH:3]=[C:4]2[C:9](=[CH:10][C:11]=1[O:12][C:13]1[CH:21]=[CH:20][C:16]([C:17](O)=[O:18])=[CH:15][CH:14]=1)[O:8][CH2:7][CH2:6][CH:5]2[C:22]([O:24][CH2:25][CH3:26])=[O:23].[Cl:27][C:28]1[CH:29]=[C:30]([CH2:35][CH2:36][NH2:37])[CH:31]=[C:32]([Cl:34])[CH:33]=1.Cl.CN(C)CCCN=C=NCC.ON1C2N=CC=CC=2N=N1.C(N(CC)C(C)C)(C)C. The catalyst is CN(C=O)C.C(Cl)Cl. The product is [Cl:1][C:2]1[CH:3]=[C:4]2[C:9](=[CH:10][C:11]=1[O:12][C:13]1[CH:21]=[CH:20][C:16]([C:17](=[O:18])[NH:37][CH2:36][CH2:35][C:30]3[CH:29]=[C:28]([Cl:27])[CH:33]=[C:32]([Cl:34])[CH:31]=3)=[CH:15][CH:14]=1)[O:8][CH2:7][CH2:6][CH:5]2[C:22]([O:24][CH2:25][CH3:26])=[O:23]. The yield is 0.968.